From a dataset of Retrosynthesis with 50K atom-mapped reactions and 10 reaction types from USPTO. Predict the reactants needed to synthesize the given product. (1) Given the product Cc1ccc(C2=CCC(C)(C)c3ccc(-c4ccc5cc(C(=O)O)ccc5c4)cc32)cc1, predict the reactants needed to synthesize it. The reactants are: CCOC(=O)c1ccc2cc(-c3ccc4c(c3)C(c3ccc(C)cc3)=CCC4(C)C)ccc2c1. (2) Given the product CCCC(=O)Nc1n[nH]c2c(F)c(F)ccc12, predict the reactants needed to synthesize it. The reactants are: CCCC(=O)Cl.Nc1n[nH]c2c(F)c(F)ccc12. (3) Given the product Cc1cc(C)cc(Oc2c(C(C)C)c(=O)[nH]c(=O)n2Cc2cc(F)cc(F)c2)c1, predict the reactants needed to synthesize it. The reactants are: Cc1cc(C)cc(Oc2[nH]c(=O)[nH]c(=O)c2C(C)C)c1.Fc1cc(F)cc(CBr)c1.